From a dataset of Forward reaction prediction with 1.9M reactions from USPTO patents (1976-2016). Predict the product of the given reaction. (1) Given the reactants [CH3:1][CH:2]([C:22](=[O:25])[CH2:23][CH3:24])[C:3]([O:5][CH2:6][C:7]1[C:12]([CH:13]([CH3:15])[CH3:14])=[CH:11][C:10]([CH:16]([CH3:18])[CH3:17])=[CH:9][C:8]=1[CH:19]([CH3:21])[CH3:20])=[O:4].[B-](F)(F)(F)[F:27].[B-](F)(F)(F)F.C1[N+]2(CCl)CC[N+](F)(CC2)C1, predict the reaction product. The product is: [F:27][C:2]([CH3:1])([C:22](=[O:25])[CH2:23][CH3:24])[C:3]([O:5][CH2:6][C:7]1[C:12]([CH:13]([CH3:14])[CH3:15])=[CH:11][C:10]([CH:16]([CH3:17])[CH3:18])=[CH:9][C:8]=1[CH:19]([CH3:21])[CH3:20])=[O:4]. (2) Given the reactants [NH2:1][C:2]1[C:10]([Cl:11])=[CH:9][CH:8]=[C:7]2[C:3]=1[CH2:4][N:5]([C@H:13]([CH3:16])[CH2:14][OH:15])[C:6]2=[O:12].C([O-])(O)=O.[Na+].[F:22][C:23]1[CH:28]=[CH:27][C:26]([CH2:29][C:30](Cl)=[O:31])=[CH:25][C:24]=1[C:33]([F:36])([F:35])[F:34].C([O-])([O-])=O.[K+].[K+], predict the reaction product. The product is: [Cl:11][C:10]1[C:2]([NH:1][C:30](=[O:31])[CH2:29][C:26]2[CH:27]=[CH:28][C:23]([F:22])=[C:24]([C:33]([F:34])([F:36])[F:35])[CH:25]=2)=[C:3]2[C:7](=[CH:8][CH:9]=1)[C:6](=[O:12])[N:5]([C@H:13]([CH3:16])[CH2:14][OH:15])[CH2:4]2. (3) Given the reactants C(OC(=O)[NH:7][CH:8]1[CH2:12][CH2:11][N:10]([CH2:13][C:14]2[CH:19]=[CH:18][CH:17]=[C:16]([O:20][C:21]3[CH:26]=[CH:25][CH:24]=[CH:23][C:22]=3[O:27][CH3:28])[CH:15]=2)[CH2:9]1)(C)(C)C, predict the reaction product. The product is: [CH3:28][O:27][C:22]1[CH:23]=[CH:24][CH:25]=[CH:26][C:21]=1[O:20][C:16]1[CH:15]=[C:14]([CH:19]=[CH:18][CH:17]=1)[CH2:13][N:10]1[CH2:11][CH2:12][CH:8]([NH2:7])[CH2:9]1. (4) The product is: [F:13][C:10]1[CH:9]=[CH:8][C:3]([C:4]([O:6][CH3:7])=[O:5])=[C:2]2[C:11]=1[O:12][C:14](=[S:15])[NH:1]2. Given the reactants [NH2:1][C:2]1[C:11]([OH:12])=[C:10]([F:13])[CH:9]=[CH:8][C:3]=1[C:4]([O:6][CH3:7])=[O:5].[C:14](N1C=CN=C1)(N1C=CN=C1)=[S:15], predict the reaction product. (5) Given the reactants [OH:1][CH2:2][C:3]([NH:8][C:9](=[O:14])[C:10]([CH3:13])([CH3:12])[CH3:11])([CH2:6][OH:7])[CH2:4][OH:5].CO[C:17](OC)([CH3:19])[CH3:18].C(OCC)(=O)C, predict the reaction product. The product is: [OH:1][CH2:2][C:3]1([NH:8][C:9](=[O:14])[C:10]([CH3:11])([CH3:13])[CH3:12])[CH2:6][O:7][C:17]([CH3:19])([CH3:18])[O:5][CH2:4]1. (6) Given the reactants [F:1][C:2]1[CH:3]=[CH:4][C:5]2[CH2:11][S:10](=[O:13])(=[O:12])[NH:9][N:8]=[C:7]([C:14]3[CH:19]=[CH:18][C:17]([F:20])=[CH:16][CH:15]=3)[C:6]=2[CH:21]=1.[CH2:22](Br)[CH2:23][CH2:24][CH2:25][CH2:26][CH3:27], predict the reaction product. The product is: [F:1][C:2]1[CH:3]=[CH:4][C:5]2[CH2:11][S:10](=[O:12])(=[O:13])[N:9]([CH2:22][CH2:23][CH2:24][CH2:25][CH2:26][CH3:27])[N:8]=[C:7]([C:14]3[CH:19]=[CH:18][C:17]([F:20])=[CH:16][CH:15]=3)[C:6]=2[CH:21]=1. (7) Given the reactants [CH:1]([C:4]1[CH:9]=[CH:8][C:7]([C:10]2[C:19]3[C:14](=[CH:15][CH:16]=[CH:17][CH:18]=3)[C:13](=[O:20])[NH:12][N:11]=2)=[CH:6][CH:5]=1)([CH3:3])[CH3:2].C1(P([NH:35]O)(C2C=CC=CC=2)=O)C=CC=CC=1, predict the reaction product. The product is: [NH2:35][N:12]1[N:11]=[C:10]([C:7]2[CH:6]=[CH:5][C:4]([CH:1]([CH3:3])[CH3:2])=[CH:9][CH:8]=2)[C:19]2[C:14](=[CH:15][CH:16]=[CH:17][CH:18]=2)[C:13]1=[O:20].